From a dataset of Drug-target binding data from BindingDB using Ki measurements. Regression. Given a target protein amino acid sequence and a drug SMILES string, predict the binding affinity score between them. We predict pKi (pKi = -log10(Ki in M); higher means stronger inhibition). Dataset: bindingdb_ki. (1) The drug is OC1(c2ccc(Cl)cc2)c2ccccc2C2=NCCN21. The target is MLLARMKPQVQPELGGADQ. The pKi is 9.2. (2) The small molecule is CC(=O)N[C@H]1CSCc2cc3cc(c2)CSC[C@H](NC(=O)[C@H](Cc2c[nH]c4ccccc24)NC(=O)[C@@H]2CCCN2C(=O)[C@H](CC(N)=O)NC(=O)[C@H](Cc2c[nH]c4ccccc24)NC(=O)[C@H]([C@@H](C)O)NC(=O)[C@H](CC(N)=O)NC1=O)C(=O)N1CCC[C@H]1C(=O)N[C@@H](Cc1c[nH]c2ccccc12)C(=O)N[C@@H](CC(=O)O)C(=O)N[C@@H](C)C(=O)N1CCC[C@H]1C(=O)N[C@@H](CC(C)C)C(=O)N[C@@H](C(=O)N[C@@H](C)C(=O)N(C)CC(=O)N(C)CC(=O)N(C)CC(=O)N[C@H](CCCNC(=N)N)C(=O)N[C@H](CCCNC(=N)N)C(=O)O)CSC3. The target protein (P26262) has sequence MILFNRVGYFVSLFATVSCGCMTQLYKNTFFRGGDLAAIYTPDAQYCQKMCTFHPRCLLFSFLAVTPPKETNKRFGCFMKESITGTLPRIHRTGAISGHSLKQCGHQISACHRDIYKGLDMRGSNFNISKTDNIEECQKLCTNNFHCQFFTYATSAFYRPEYRKKCLLKHSASGTPTSIKSADNLVSGFSLKSCALSEIGCPMDIFQHSAFADLNVSQVITPDAFVCRTICTFHPNCLFFTFYTNEWETESQRNVCFLKTSKSGRPSPPIPQENAISGYSLLTCRKTRPEPCHSKIYSGVDFEGEELNVTFVQGADVCQETCTKTIRCQFFIYSLLPQDCKEEGCKCSLRLSTDGSPTRITYGMQGSSGYSLRLCKLVDSPDCTTKINARIVGGTNASLGEWPWQVSLQVKLVSQTHLCGGSIIGRQWVLTAAHCFDGIPYPDVWRIYGGILSLSEITKETPSSRIKELIIHQEYKVSEGNYDIALIKLQTPLNYTEFQK.... The pKi is 7.3. (3) The small molecule is OC[C@@H]1NC[C@@H](O)[C@@H](O)C1(F)F. The target protein (P48825) has sequence MKLSWLEAAALTAASVVSADELAFSPPFYPSPWANGQGEWAEAYQRAVAIVSQMTLDEKVNLTTGTGWELEKCVGQTGGVPRLNIGGMCLQDSPLGIRDSDYNSAFPAGVNVAATWDKNLAYLRGQAMGQEFSDKGIDVQLGPAAGPLGRSPDGGRNWEGFSPDPALTGVLFAETIKGIQDAGVVATAKHYILNEQEHFRQVAEAAGYGFNISDTISSNVDDKTIHEMYLWPFADAVRAGVGAIMCSYNQINNSYGCQNSYTLNKLLKAELGFQGFVMSDWGAHHSGVGSALAGLDMSMPGDITFDSATSFWGTNLTIAVLNGTVPQWRVDDMAVRIMAAYYKVGRDRLYQPPNFSSWTRDEYGFKYFYPQEGPYEKVNHFVNVQRNHSEVIRKLGADSTVLLKNNNALPLTGKERKVAILGEDAGSNSYGANGCSDRGCDNGTLAMAWGSGTAEFPYLVTPEQAIQAEVLKHKGSVYAITDNWALSQVETLAKQASVSL.... The pKi is 3.0.